From a dataset of Peptide-MHC class II binding affinity with 134,281 pairs from IEDB. Regression. Given a peptide amino acid sequence and an MHC pseudo amino acid sequence, predict their binding affinity value. This is MHC class II binding data. (1) The peptide sequence is FYNEKAFLLTTFDVS. The MHC is DRB1_1201 with pseudo-sequence DRB1_1201. The binding affinity (normalized) is 0.364. (2) The peptide sequence is AFRLDGDNLFPKV. The MHC is DRB1_0401 with pseudo-sequence DRB1_0401. The binding affinity (normalized) is 0.666. (3) The peptide sequence is KNYEHIAAYHFDLSG. The MHC is DRB1_0405 with pseudo-sequence DRB1_0405. The binding affinity (normalized) is 0.439. (4) The peptide sequence is AWASACGGTGKNTIV. The MHC is DRB1_1101 with pseudo-sequence DRB1_1101. The binding affinity (normalized) is 0.138. (5) The peptide sequence is LYKGVYELQTLELNM. The MHC is DRB1_1101 with pseudo-sequence DRB1_1101. The binding affinity (normalized) is 0.480.